This data is from Catalyst prediction with 721,799 reactions and 888 catalyst types from USPTO. The task is: Predict which catalyst facilitates the given reaction. (1) Reactant: C(OC(=O)[NH:7][C:8]1[CH:13]=[C:12]([O:14][CH2:15][C:16]([F:19])([F:18])[F:17])[C:11]([C:20]([F:23])([F:22])[F:21])=[CH:10][C:9]=1[NH:24][C:25](=[O:43])[CH2:26][C:27]([C:29]1[CH:34]=[CH:33][CH:32]=[C:31]([C:35]2[CH:40]=[CH:39][N:38]=[C:37]([CH2:41][CH3:42])[CH:36]=2)[CH:30]=1)=O)(C)(C)C.C(O)(C(F)(F)F)=O. Product: [CH2:41]([C:37]1[CH:36]=[C:35]([C:31]2[CH:30]=[C:29]([C:27]3[CH2:26][C:25](=[O:43])[NH:24][C:9]4[CH:10]=[C:11]([C:20]([F:21])([F:23])[F:22])[C:12]([O:14][CH2:15][C:16]([F:18])([F:19])[F:17])=[CH:13][C:8]=4[N:7]=3)[CH:34]=[CH:33][CH:32]=2)[CH:40]=[CH:39][N:38]=1)[CH3:42]. The catalyst class is: 2. (2) Reactant: [NH:1](C(OC(C)(C)C)=O)[C@H:2]([C:7]([N:9]1[CH2:23][CH2:22][CH2:21][C@H:10]1[C:11]([O:13][CH2:14][C:15]1[CH:20]=[CH:19][CH:18]=[CH:17][CH:16]=1)=[O:12])=[O:8])[CH2:3][CH:4]([CH3:6])[CH3:5].Cl.CCOC(C)=O. Product: [NH2:1][C@H:2]([C:7]([N:9]1[CH2:23][CH2:22][CH2:21][C@H:10]1[C:11]([O:13][CH2:14][C:15]1[CH:16]=[CH:17][CH:18]=[CH:19][CH:20]=1)=[O:12])=[O:8])[CH2:3][CH:4]([CH3:5])[CH3:6]. The catalyst class is: 12. (3) Reactant: [Br:1]Br.[O:3]1[C:11]2[C:6](=[N:7][CH:8]=[CH:9][CH:10]=2)[N:5]=[C:4]1[N:12]1[CH:18]2[CH2:19][CH2:20][N:15]([CH2:16][CH2:17]2)[CH2:14][CH2:13]1.C([O-])(=O)C.[Na+]. Product: [Br:1][C:9]1[CH:10]=[C:11]2[O:3][C:4]([N:12]3[CH:18]4[CH2:17][CH2:16][N:15]([CH2:20][CH2:19]4)[CH2:14][CH2:13]3)=[N:5][C:6]2=[N:7][CH:8]=1. The catalyst class is: 211. (4) Product: [NH:1]1[C:5]2=[N:6][CH:7]=[CH:8][CH:9]=[C:4]2[C:3]([CH:10]=[C:11]2[C:12](=[O:30])[CH:13]=[C:14]([NH:16][C:17]3[CH:22]=[CH:21][C:20]([F:23])=[CH:19][C:18]=3[CH3:24])[O:15]2)=[CH:2]1. The catalyst class is: 8. Reactant: [NH:1]1[C:5]2=[N:6][CH:7]=[CH:8][CH:9]=[C:4]2[C:3]([CH:10]=[C:11]2[O:15][C:14]([NH:16][C:17]3[CH:22]=[CH:21][C:20]([F:23])=[CH:19][C:18]=3[CH3:24])=[C:13](C(OCC)=O)[C:12]2=[O:30])=[CH:2]1.[OH-].[K+]. (5) Reactant: [NH2:1][CH2:2][C:3]1[CH:8]=[CH:7][C:6]([Cl:9])=[CH:5][C:4]=1[CH2:10][OH:11].[C:12]([O:16][C:17](O[C:17]([O:16][C:12]([CH3:15])([CH3:14])[CH3:13])=[O:18])=[O:18])([CH3:15])([CH3:14])[CH3:13].C. Product: [Cl:9][C:6]1[CH:7]=[CH:8][C:3]([CH2:2][NH:1][C:17](=[O:18])[O:16][C:12]([CH3:15])([CH3:14])[CH3:13])=[C:4]([CH2:10][OH:11])[CH:5]=1. The catalyst class is: 4.